Dataset: Full USPTO retrosynthesis dataset with 1.9M reactions from patents (1976-2016). Task: Predict the reactants needed to synthesize the given product. The reactants are: C([Li])CCC.[Br-].[OH:7][C:8]1[CH:33]=[CH:32][CH:31]=[CH:30][C:9]=1[CH2:10][P+](C1C=CC=CC=1)(C1C=CC=CC=1)C1C=CC=CC=1.[CH2:34]([O:36][C:37](=[O:58])[CH2:38][C:39]1([CH2:42][CH2:43][CH:44]([CH:56]=O)[CH2:45][C:46]2[CH:55]=[CH:54][C:49]([C:50]([O:52][CH3:53])=[O:51])=[CH:48][CH:47]=2)[CH2:41][CH2:40]1)[CH3:35].[Cl-].[NH4+]. Given the product [CH2:34]([O:36][C:37](=[O:58])[CH2:38][C:39]1([CH2:42][CH2:43][CH:44](/[CH:56]=[CH:10]/[C:9]2[CH:30]=[CH:31][CH:32]=[CH:33][C:8]=2[OH:7])[CH2:45][C:46]2[CH:55]=[CH:54][C:49]([C:50]([O:52][CH3:53])=[O:51])=[CH:48][CH:47]=2)[CH2:41][CH2:40]1)[CH3:35], predict the reactants needed to synthesize it.